Dataset: Reaction yield outcomes from USPTO patents with 853,638 reactions. Task: Predict the reaction yield, written as a fraction of the theoretical maximum amount of product (1.0 means a 100% yield; for example, 0.34 means a 34% yield). (1) The yield is 0.610. The reactants are Br[C:2]1[O:3][C:4]2[CH:10]=[CH:9][C:8]([CH2:11][C:12]([O:14][CH3:15])=[O:13])=[CH:7][C:5]=2[CH:6]=1.C([O-])([O-])=O.[K+].[K+].[CH3:22][C:23]1[C:27](B(O)O)=[C:26]([CH3:31])[O:25][N:24]=1. The product is [CH3:22][C:23]1[C:27]([C:2]2[O:3][C:4]3[CH:10]=[CH:9][C:8]([CH2:11][C:12]([O:14][CH3:15])=[O:13])=[CH:7][C:5]=3[CH:6]=2)=[C:26]([CH3:31])[O:25][N:24]=1. The catalyst is C1(C)C=CC=CC=1.O.CCO.C1C=CC([P]([Pd]([P](C2C=CC=CC=2)(C2C=CC=CC=2)C2C=CC=CC=2)([P](C2C=CC=CC=2)(C2C=CC=CC=2)C2C=CC=CC=2)[P](C2C=CC=CC=2)(C2C=CC=CC=2)C2C=CC=CC=2)(C2C=CC=CC=2)C2C=CC=CC=2)=CC=1. (2) The reactants are [CH2:1]([O:8][C:9]1[CH:14]=[CH:13][N:12]([C:15]2[CH:16]=[CH:17][C:18]3[C:19]4[CH2:27][N:26](C(OC(C)(C)C)=O)[CH2:25][CH2:24][C:20]=4[NH:21][C:22]=3[CH:23]=2)[C:11](=[O:35])[CH:10]=1)[C:2]1[CH:7]=[CH:6][CH:5]=[CH:4][CH:3]=1.[ClH:36]. No catalyst specified. The product is [ClH:36].[ClH:36].[CH2:1]([O:8][C:9]1[CH:14]=[CH:13][N:12]([C:15]2[CH:16]=[CH:17][C:18]3[C:19]4[CH2:27][NH:26][CH2:25][CH2:24][C:20]=4[NH:21][C:22]=3[CH:23]=2)[C:11](=[O:35])[CH:10]=1)[C:2]1[CH:3]=[CH:4][CH:5]=[CH:6][CH:7]=1. The yield is 0.260.